Dataset: Reaction yield outcomes from USPTO patents with 853,638 reactions. Task: Predict the reaction yield, written as a fraction of the theoretical maximum amount of product (1.0 means a 100% yield; for example, 0.34 means a 34% yield). (1) The reactants are O[CH2:2][CH2:3][N:4]([CH2:21][CH2:22]O)[C:5]1[C:6]([S:17]([CH3:20])(=[O:19])=[O:18])=[CH:7][C:8]([N+:14]([O-:16])=[O:15])=[C:9]([CH:13]=1)[C:10](O)=[O:11].[NH2:24][CH2:25][CH2:26][OH:27].[ClH:28].O=S(Cl)[Cl:31]. The catalyst is CN(C=O)C. The product is [Cl:28][CH2:2][CH2:3][N:4]([CH2:21][CH2:22][Cl:31])[C:5]1[C:6]([S:17]([CH3:20])(=[O:19])=[O:18])=[CH:7][C:8]([N+:14]([O-:16])=[O:15])=[C:9]([CH:13]=1)[C:10]([NH:24][CH2:25][CH2:26][OH:27])=[O:11]. The yield is 0.500. (2) The reactants are Br[C:2]1[C:7]([OH:8])=[CH:6][CH:5]=[CH:4][N:3]=1.[O:9](S(C(F)(F)F)(=O)=O)[S:10]([C:13]([F:16])([F:15])[F:14])(=O)=[O:11].N1[CH:29]=[CH:28][CH:27]=CC=1. No catalyst specified. The product is [CH:27]1([C:2]2[C:7]([O:8][S:10]([C:13]([F:16])([F:15])[F:14])(=[O:11])=[O:9])=[CH:6][CH:5]=[CH:4][N:3]=2)[CH2:28][CH2:29]1. The yield is 0.940.